From a dataset of Full USPTO retrosynthesis dataset with 1.9M reactions from patents (1976-2016). Predict the reactants needed to synthesize the given product. (1) Given the product [CH:10]1([CH:8]([C:4]2[CH:5]=[CH:6][CH:7]=[C:2]([C:20]3([CH3:19])[CH2:22][CH2:21]3)[C:3]=2[OH:13])[CH3:9])[CH2:11][CH2:12]1, predict the reactants needed to synthesize it. The reactants are: Br[C:2]1[CH:7]=[CH:6][CH:5]=[C:4]([CH:8]([CH:10]2[CH2:12][CH2:11]2)[CH3:9])[C:3]=1[O:13]CC(C)=C.[Li+].[CH3:19][CH2:20][CH2:21][CH2-:22]. (2) Given the product [CH2:2]([NH:9][CH2:10][CH2:11][CH:12]([C:24]1[CH:29]=[CH:28][C:27]([NH:30][C:31]([O:33][CH3:34])=[O:32])=[CH:26][CH:25]=1)[C:13]1[CH:18]=[CH:17][C:16]([NH:19][C:20]([O:22][CH3:23])=[O:21])=[CH:15][CH:14]=1)[C:3]1[CH:4]=[CH:5][CH:6]=[CH:7][CH:8]=1, predict the reactants needed to synthesize it. The reactants are: Cl.[CH2:2]([NH:9][CH2:10][CH2:11][CH:12]([C:24]1[CH:29]=[CH:28][C:27]([NH:30][C:31]([O:33][CH3:34])=[O:32])=[CH:26][CH:25]=1)[C:13]1[CH:18]=[CH:17][C:16]([NH:19][C:20]([O:22][CH3:23])=[O:21])=[CH:15][CH:14]=1)[C:3]1[CH:8]=[CH:7][CH:6]=[CH:5][CH:4]=1.O.C(=O)([O-])O.[Na+].